This data is from NCI-60 drug combinations with 297,098 pairs across 59 cell lines. The task is: Regression. Given two drug SMILES strings and cell line genomic features, predict the synergy score measuring deviation from expected non-interaction effect. (1) Drug 1: C1=CC(=CC=C1CCC2=CNC3=C2C(=O)NC(=N3)N)C(=O)NC(CCC(=O)O)C(=O)O. Drug 2: C1=C(C(=O)NC(=O)N1)F. Cell line: CCRF-CEM. Synergy scores: CSS=45.3, Synergy_ZIP=-11.7, Synergy_Bliss=-18.9, Synergy_Loewe=-18.9, Synergy_HSA=-12.0. (2) Drug 1: CC1OCC2C(O1)C(C(C(O2)OC3C4COC(=O)C4C(C5=CC6=C(C=C35)OCO6)C7=CC(=C(C(=C7)OC)O)OC)O)O. Drug 2: CCN(CC)CCNC(=O)C1=C(NC(=C1C)C=C2C3=C(C=CC(=C3)F)NC2=O)C. Cell line: MALME-3M. Synergy scores: CSS=11.1, Synergy_ZIP=-6.32, Synergy_Bliss=1.66, Synergy_Loewe=-3.79, Synergy_HSA=0.458. (3) Drug 1: CCC1=CC2CC(C3=C(CN(C2)C1)C4=CC=CC=C4N3)(C5=C(C=C6C(=C5)C78CCN9C7C(C=CC9)(C(C(C8N6C)(C(=O)OC)O)OC(=O)C)CC)OC)C(=O)OC.C(C(C(=O)O)O)(C(=O)O)O. Drug 2: CCCCC(=O)OCC(=O)C1(CC(C2=C(C1)C(=C3C(=C2O)C(=O)C4=C(C3=O)C=CC=C4OC)O)OC5CC(C(C(O5)C)O)NC(=O)C(F)(F)F)O. Cell line: TK-10. Synergy scores: CSS=9.43, Synergy_ZIP=-7.93, Synergy_Bliss=-5.31, Synergy_Loewe=-11.6, Synergy_HSA=-4.13. (4) Drug 1: COC1=C(C=C2C(=C1)N=CN=C2NC3=CC(=C(C=C3)F)Cl)OCCCN4CCOCC4. Drug 2: C1CN1P(=S)(N2CC2)N3CC3. Cell line: OVCAR-5. Synergy scores: CSS=52.5, Synergy_ZIP=-3.16, Synergy_Bliss=-2.43, Synergy_Loewe=-16.9, Synergy_HSA=0.263. (5) Drug 1: C1=NC(=NC(=O)N1C2C(C(C(O2)CO)O)O)N. Drug 2: C1=CN(C=N1)CC(O)(P(=O)(O)O)P(=O)(O)O. Cell line: MDA-MB-231. Synergy scores: CSS=7.67, Synergy_ZIP=-4.12, Synergy_Bliss=-1.56, Synergy_Loewe=-6.39, Synergy_HSA=-2.49.